Predict the reactants needed to synthesize the given product. From a dataset of Full USPTO retrosynthesis dataset with 1.9M reactions from patents (1976-2016). (1) Given the product [Cl:20][C:13]1[CH:14]=[C:15]2[C:10](=[CH:11][CH:12]=1)[NH:9][CH:8]([C:3]1[CH:4]=[CH:5][CH:6]=[CH:7][C:2]=1[NH:21][C:22]([CH3:27])([CH3:26])[C:23]([OH:25])=[O:24])[CH2:17][C:16]2([CH3:19])[CH3:18], predict the reactants needed to synthesize it. The reactants are: Br[C:2]1[CH:7]=[CH:6][CH:5]=[CH:4][C:3]=1[CH:8]1[CH2:17][C:16]([CH3:19])([CH3:18])[C:15]2[C:10](=[CH:11][CH:12]=[C:13]([Cl:20])[CH:14]=2)[NH:9]1.[NH2:21][C:22]([CH3:27])([CH3:26])[C:23]([OH:25])=[O:24].C(=O)([O-])[O-].[K+].[K+]. (2) Given the product [Br:1][C:2]1[C:3]([C:11]2[CH:16]=[CH:15][CH:14]=[CH:13][C:12]=2[F:17])=[N:4][C:5]2[C:6]=1[N:7]=[CH:8][N:9]([CH2:31][C:29]1[S:30][C:26]([C:23]3[CH:24]=[CH:25][C:20]([O:19][CH3:18])=[CH:21][C:22]=3[C:37]([F:40])([F:38])[F:39])=[N:27][N:28]=1)[CH:10]=2, predict the reactants needed to synthesize it. The reactants are: [Br:1][C:2]1[C:6]2[N:7]=[CH:8][N:9]=[CH:10][C:5]=2[NH:4][C:3]=1[C:11]1[CH:16]=[CH:15][CH:14]=[CH:13][C:12]=1[F:17].[CH3:18][O:19][C:20]1[CH:25]=[CH:24][C:23]([C:26]2[S:30][C:29]([CH2:31]OS(C)(=O)=O)=[N:28][N:27]=2)=[C:22]([C:37]([F:40])([F:39])[F:38])[CH:21]=1.